Dataset: Catalyst prediction with 721,799 reactions and 888 catalyst types from USPTO. Task: Predict which catalyst facilitates the given reaction. Reactant: [OH:1][C:2]1[CH:9]=[CH:8][C:5]([CH:6]=[O:7])=[CH:4][CH:3]=1.Br[CH2:11][CH2:12][CH2:13][CH2:14][CH2:15][CH2:16][CH2:17][CH2:18][CH2:19][CH2:20][CH2:21][CH3:22].C(=O)([O-])[O-].[K+].[K+]. Product: [CH2:22]([O:1][C:2]1[CH:9]=[CH:8][C:5]([CH:6]=[O:7])=[CH:4][CH:3]=1)[CH2:21][CH2:20][CH2:19][CH2:18][CH2:17][CH2:16][CH2:15][CH2:14][CH2:13][CH2:12][CH3:11]. The catalyst class is: 9.